From a dataset of Full USPTO retrosynthesis dataset with 1.9M reactions from patents (1976-2016). Predict the reactants needed to synthesize the given product. (1) Given the product [CH3:8][C:4]1[N:3]=[C:2]([C:12]#[C:11][CH2:10][CH2:9][C:13]2[S:14][C:15]3[CH:21]=[CH:20][CH:19]=[CH:18][C:16]=3[N:17]=2)[CH:7]=[CH:6][CH:5]=1, predict the reactants needed to synthesize it. The reactants are: Br[C:2]1[CH:7]=[CH:6][CH:5]=[C:4]([CH3:8])[N:3]=1.[CH2:9]([C:13]1[S:14][C:15]2[CH:21]=[CH:20][CH:19]=[CH:18][C:16]=2[N:17]=1)[CH2:10][C:11]#[CH:12]. (2) Given the product [CH:24]1([CH2:27][N:14]2[CH2:15][CH2:16][N:12]([C:4]3[S:5][C:6]([C:7]([O:9][CH2:10][CH3:11])=[O:8])=[C:2]([CH3:1])[N:3]=3)[C:13]2=[O:17])[CH2:26][CH2:25]1, predict the reactants needed to synthesize it. The reactants are: [CH3:1][C:2]1[N:3]=[C:4]([N:12]2[CH2:16][CH2:15][NH:14][C:13]2=[O:17])[S:5][C:6]=1[C:7]([O:9][CH2:10][CH3:11])=[O:8].C(=O)([O-])[O-].[K+].[K+].[CH:24]1([CH2:27]Br)[CH2:26][CH2:25]1. (3) Given the product [N:1]1([CH2:7][CH2:8][CH2:9][O:10][C:11]2[CH:12]=[CH:13][C:14]([C:15]([OH:17])=[O:16])=[CH:19][CH:20]=2)[CH2:2][CH2:3][CH2:4][CH2:5][CH2:6]1, predict the reactants needed to synthesize it. The reactants are: [N:1]1([CH2:7][CH2:8][CH2:9][O:10][C:11]2[CH:20]=[CH:19][C:14]([C:15]([O:17]C)=[O:16])=[CH:13][CH:12]=2)[CH2:6][CH2:5][CH2:4][CH2:3][CH2:2]1.[OH-].[Na+].Cl. (4) The reactants are: C(=O)([O-])N.[CH2:5]([O:8][C:9](=[O:31])[CH:10]([NH:19][C:20]([O:22][C:23]1[CH:28]=[CH:27][C:26]([CH2:29][OH:30])=[CH:25][CH:24]=1)=[O:21])[CH2:11][CH2:12][C:13]([O:15][CH2:16][CH:17]=[CH2:18])=[O:14])[CH:6]=[CH2:7].C(N(CC)CC)C.[C:39]([SiH2:43][O:44][C:45]([CH3:67])([CH3:66])[CH:46]1[CH2:50][CH2:49][CH2:48][N:47]1[C:51]([C:53]1[CH:58]=[C:57]([O:59][CH3:60])[C:56]([O:61][CH3:62])=[CH:55][C:54]=1[N:63]=[C:64]=[O:65])=[O:52])([CH3:42])([CH3:41])[CH3:40].NC1C=C(OC)C(OC)=CC=1C(N1CCCC1C(C)(C)O[SiH2]C(C)(C)C)=O.ClC(Cl)(OC(=O)OC(Cl)(Cl)Cl)Cl. Given the product [CH2:5]([O:8][C:9](=[O:31])[CH:10]([NH:19][C:20]([O:22][C:23]1[CH:24]=[CH:25][C:26]([CH2:29][O:30][C:64](=[O:65])[NH:63][C:54]2[CH:55]=[C:56]([O:61][CH3:62])[C:57]([O:59][CH3:60])=[CH:58][C:53]=2[C:51]([N:47]2[CH2:48][CH2:49][CH2:50][CH:46]2[C:45]([CH3:67])([CH3:66])[O:44][SiH2:43][C:39]([CH3:41])([CH3:40])[CH3:42])=[O:52])=[CH:27][CH:28]=1)=[O:21])[CH2:11][CH2:12][C:13]([O:15][CH2:16][CH:17]=[CH2:18])=[O:14])[CH:6]=[CH2:7], predict the reactants needed to synthesize it. (5) Given the product [NH2:12][C:13]1[C:14]2[C:21]([I:22])=[CH:20][N:19]([CH:23]3[CH2:24][CH:25]([CH2:27][O:28][S:7]([C:4]4[CH:5]=[CH:6][C:1]([CH3:11])=[CH:2][CH:3]=4)(=[O:9])=[O:8])[CH2:26]3)[C:15]=2[N:16]=[CH:17][N:18]=1, predict the reactants needed to synthesize it. The reactants are: [C:1]1([CH3:11])[CH:6]=[CH:5][C:4]([S:7](Cl)(=[O:9])=[O:8])=[CH:3][CH:2]=1.[NH2:12][C:13]1[C:14]2[C:21]([I:22])=[CH:20][N:19]([C@@H:23]3[CH2:26][C@H:25]([CH2:27][OH:28])[CH2:24]3)[C:15]=2[N:16]=[CH:17][N:18]=1. (6) Given the product [Cl:23][C:18]1[CH:17]=[C:16]([CH:21]=[CH:20][C:19]=1[Cl:22])[CH2:15][O:14][N:13]=[C:11]1[CH2:10][C@@H:9]([C:24]([N:37]2[CH2:38][CH2:39][N:34]([C:31](=[O:33])[CH3:32])[CH2:35][CH2:36]2)=[O:26])[N:8]([C:6](=[O:7])[CH3:27])[CH2:12]1, predict the reactants needed to synthesize it. The reactants are: C(O[C:6]([N:8]1[CH2:12][C:11](=[N:13][O:14][CH2:15][C:16]2[CH:21]=[CH:20][C:19]([Cl:22])=[C:18]([Cl:23])[CH:17]=2)[CH2:10][C@H:9]1[C:24]([OH:26])=O)=[O:7])(C)(C)C.[C:27](Cl)(=O)C.[C:31]([N:34]1[CH2:39][CH2:38][NH:37][CH2:36][CH2:35]1)(=[O:33])[CH3:32].